This data is from Forward reaction prediction with 1.9M reactions from USPTO patents (1976-2016). The task is: Predict the product of the given reaction. (1) Given the reactants [Cl:1][C:2]1[C:11]2[C:6](=[CH:7][C:8]([F:13])=[CH:9][C:10]=2[F:12])[N:5]=[C:4]([C:14]2[CH:15]=[N:16][C:17](F)=[CH:18][CH:19]=2)[C:3]=1[CH3:21].[CH3:22][N:23]1[CH2:28][CH2:27][NH:26][CH2:25][CH2:24]1.C(=O)([O-])[O-].[K+].[K+], predict the reaction product. The product is: [Cl:1][C:2]1[C:11]2[C:6](=[CH:7][C:8]([F:13])=[CH:9][C:10]=2[F:12])[N:5]=[C:4]([C:14]2[CH:15]=[N:16][C:17]([N:26]3[CH2:27][CH2:28][N:23]([CH3:22])[CH2:24][CH2:25]3)=[CH:18][CH:19]=2)[C:3]=1[CH3:21]. (2) Given the reactants [CH3:1][C:2]1[C:3]([N:9]2[CH2:14][CH2:13][N:12]([C:15]([C:17]3[CH:22]=[CH:21][C:20](I)=[CH:19][CH:18]=3)=[O:16])[CH2:11][CH2:10]2)=[N:4][CH:5]=[C:6]([CH3:8])[CH:7]=1.[CH3:24][C@@H:25]1[CH2:29][CH2:28][S:27](=[O:31])(=[O:30])[NH:26]1.C(=O)([O-])[O-].[K+].[K+].CNCCNC, predict the reaction product. The product is: [CH3:1][C:2]1[C:3]([N:9]2[CH2:14][CH2:13][N:12]([C:15]([C:17]3[CH:22]=[CH:21][C:20]([N:26]4[C@H:25]([CH3:24])[CH2:29][CH2:28][S:27]4(=[O:31])=[O:30])=[CH:19][CH:18]=3)=[O:16])[CH2:11][CH2:10]2)=[N:4][CH:5]=[C:6]([CH3:8])[CH:7]=1. (3) Given the reactants [CH3:1][O:2][C:3]1[CH:25]=[CH:24][C:6]([CH2:7][N:8]2[C:13]3[CH:14]=[CH:15][CH:16]=[CH:17][C:12]=3[O:11][CH:10]([CH2:18][CH2:19][CH2:20]O)[S:9]2(=[O:23])=[O:22])=[CH:5][CH:4]=1.C1(P(C2C=CC=CC=2)C2C=CC=CC=2)C=CC=CC=1.[Cl:45]N1C(=O)CCC1=O, predict the reaction product. The product is: [Cl:45][CH2:20][CH2:19][CH2:18][CH:10]1[S:9](=[O:23])(=[O:22])[N:8]([CH2:7][C:6]2[CH:24]=[CH:25][C:3]([O:2][CH3:1])=[CH:4][CH:5]=2)[C:13]2[CH:14]=[CH:15][CH:16]=[CH:17][C:12]=2[O:11]1. (4) The product is: [C:18]([C:22]1[CH:42]=[C:43]([NH:44][C:47]([NH:49][C:50]2[C:59]3[C:54](=[CH:55][CH:56]=[CH:57][CH:58]=3)[C:53]([O:60][C:61]3[CH:66]=[CH:65][N:64]=[C:63]([NH:67][C:68]4[CH:69]=[CH:70][CH:71]=[CH:72][CH:73]=4)[N:62]=3)=[CH:52][CH:51]=2)=[O:8])[N:24]([C:30]2[CH:31]=[CH:32][C:33]([P:36]([CH2:40][CH3:41])([CH2:38][CH3:39])=[O:37])=[CH:34][CH:35]=2)[N:23]=1)([CH3:19])([CH3:21])[CH3:20]. Given the reactants C1C=CC(P(N=[N+]=[N-])(C2C=CC=CC=2)=[O:8])=CC=1.[C:18]([C:22]1C=C(C(O)=O)[N:24]([C:30]2[CH:35]=[CH:34][C:33]([P:36]([CH2:40][CH3:41])([CH2:38][CH3:39])=[O:37])=[CH:32][CH:31]=2)[N:23]=1)([CH3:21])([CH3:20])[CH3:19].[CH3:42][CH2:43][N:44]([CH2:47]C)CC.[NH2:49][C:50]1[C:59]2[C:54](=[CH:55][CH:56]=[CH:57][CH:58]=2)[C:53]([O:60][C:61]2[CH:66]=[CH:65][N:64]=[C:63]([NH:67][C:68]3[CH:73]=[CH:72][CH:71]=[CH:70][CH:69]=3)[N:62]=2)=[CH:52][CH:51]=1, predict the reaction product. (5) Given the reactants [N:1]([C:4]1([CH2:21][OH:22])[C:17]2[CH:16]=[C:15]([Cl:18])[N:14]=[C:13]([F:19])[C:12]=2[O:11][C:10]2[C:5]1=[CH:6][C:7]([Br:20])=[CH:8][CH:9]=2)=[N+]=[N-].[H-].[H-].[H-].[H-].[Li+].[Al+3], predict the reaction product. The product is: [NH2:1][C:4]1([CH2:21][OH:22])[C:17]2[CH:16]=[C:15]([Cl:18])[N:14]=[C:13]([F:19])[C:12]=2[O:11][C:10]2[C:5]1=[CH:6][C:7]([Br:20])=[CH:8][CH:9]=2. (6) Given the reactants [NH2:1][C:2]1[CH:7]=[CH:6][C:5]([S:8]([CH:11]([CH2:16][CH2:17][N:18]2[C:23](=[O:24])[C:22]3[CH:25]=[CH:26][CH:27]=[CH:28][C:21]=3[N:20]=[N:19]2)[C:12]([O:14][CH3:15])=[O:13])(=[O:10])=[O:9])=[CH:4][CH:3]=1.C(N(CC)CC)C.[F:36][C:37]1[CH:38]=[C:39]([CH:43]=[CH:44][CH:45]=1)[C:40](Cl)=[O:41], predict the reaction product. The product is: [F:36][C:37]1[CH:38]=[C:39]([C:40]([NH:1][C:2]2[CH:3]=[CH:4][C:5]([S:8]([CH:11]([CH2:16][CH2:17][N:18]3[C:23](=[O:24])[C:22]4[CH:25]=[CH:26][CH:27]=[CH:28][C:21]=4[N:20]=[N:19]3)[C:12]([O:14][CH3:15])=[O:13])(=[O:10])=[O:9])=[CH:6][CH:7]=2)=[O:41])[CH:43]=[CH:44][CH:45]=1. (7) Given the reactants [Cl:1][C:2]1[CH:10]=[C:9]2[C:5]([CH2:6][C:7](=[O:11])[NH:8]2)=[CH:4][CH:3]=1.[S:12]1[CH:16]=[CH:15][C:14]([CH:17]=O)=[CH:13]1.N1CCCCC1, predict the reaction product. The product is: [Cl:1][C:2]1[CH:10]=[C:9]2[C:5](/[C:6](=[CH:17]/[C:14]3[CH:15]=[CH:16][S:12][CH:13]=3)/[C:7](=[O:11])[NH:8]2)=[CH:4][CH:3]=1.